Predict the product of the given reaction. From a dataset of Forward reaction prediction with 1.9M reactions from USPTO patents (1976-2016). (1) Given the reactants [O:1]1[CH2:6][CH2:5]OCC1.[OH-:7].[Na+].[CH3:9][N:10]([CH3:27])[CH2:11][CH2:12][N:13]([CH3:26])[C:14]1[CH:21]=[CH:20]C(C#N)=[CH:16][C:15]=1[C:22]([F:25])([F:24])[F:23], predict the reaction product. The product is: [CH3:9][N:10]([CH3:27])[CH2:11][CH2:12][N:13]([CH3:26])[C:14]1[CH:21]=[CH:20][C:5]([C:6]([OH:1])=[O:7])=[CH:16][C:15]=1[C:22]([F:25])([F:24])[F:23]. (2) Given the reactants [C@@H:1]([C@@H:5]([C:14](=[O:52])[N:15]([CH2:49][CH2:50][CH3:51])[C@@H:16]([CH:46]([CH3:48])[CH3:47])[CH2:17][C@H:18]([C:23]1[S:24][CH:25]=[C:26]([C:28]([NH:30][C@@H:31]([CH2:39][C:40]2[CH:45]=[CH:44][CH:43]=[CH:42][CH:41]=2)[CH2:32][C:33]([CH3:38])([CH3:37])[C:34]([OH:36])=[O:35])=[O:29])[N:27]=1)[O:19][C:20](=[O:22])[CH3:21])[NH:6]C(=O)OC(C)(C)C)([CH2:3][CH3:4])[CH3:2].[C:53]([OH:59])([C:55]([F:58])([F:57])[F:56])=[O:54], predict the reaction product. The product is: [C:20]([O:19][C@@H:18]([C:23]1[S:24][CH:25]=[C:26]([C:28]([NH:30][C@@H:31]([CH2:39][C:40]2[CH:41]=[CH:42][CH:43]=[CH:44][CH:45]=2)[CH2:32][C:33]([CH3:38])([CH3:37])[C:34]([OH:36])=[O:35])=[O:29])[N:27]=1)[CH2:17][C@@H:16]([N:15]([CH2:49][CH2:50][CH3:51])[C:14](=[O:52])[C@@H:5]([NH2:6])[C@@H:1]([CH3:2])[CH2:3][CH3:4])[CH:46]([CH3:47])[CH3:48])(=[O:22])[CH3:21].[C:53]([OH:59])([C:55]([F:58])([F:57])[F:56])=[O:54].